Dataset: Full USPTO retrosynthesis dataset with 1.9M reactions from patents (1976-2016). Task: Predict the reactants needed to synthesize the given product. (1) Given the product [NH2:25][C:24]1[N:23]=[CH:22][N:21]=[C:20]2[N:16]([CH:14]([C:12]3[C:11]([O:27][CH3:28])=[C:10]([C:29]4[CH:34]=[CH:33][C:32]([O:5][CH2:4][CH2:3][OH:6])=[N:31][CH:30]=4)[C:9]([CH3:36])=[C:8]([Cl:7])[CH:13]=3)[CH3:15])[N:17]=[C:18]([CH3:26])[C:19]=12, predict the reactants needed to synthesize it. The reactants are: [H-].[Na+].[CH2:3]([OH:6])[CH2:4][OH:5].[Cl:7][C:8]1[C:9]([CH3:36])=[C:10]([C:29]2[CH:30]=[N:31][C:32](F)=[CH:33][CH:34]=2)[C:11]([O:27][CH3:28])=[C:12]([CH:14]([N:16]2[C:20]3=[N:21][CH:22]=[N:23][C:24]([NH2:25])=[C:19]3[C:18]([CH3:26])=[N:17]2)[CH3:15])[CH:13]=1. (2) The reactants are: [Cl:1][C:2]1[CH:23]=[CH:22][CH:21]=[CH:20][C:3]=1[O:4][CH2:5][C:6]1[CH:7]=[C:8]([CH:17]=[CH:18][CH:19]=1)[C:9]([NH:11][C:12]1[CH:13]=[N:14][NH:15][CH:16]=1)=[O:10].CI.[C:26](=O)([O-])[O-].[K+].[K+].C(OCC)(=O)C. Given the product [Cl:1][C:2]1[CH:23]=[CH:22][CH:21]=[CH:20][C:3]=1[O:4][CH2:5][C:6]1[CH:7]=[C:8]([CH:17]=[CH:18][CH:19]=1)[C:9]([NH:11][C:12]1[CH:16]=[N:15][N:14]([CH3:26])[CH:13]=1)=[O:10], predict the reactants needed to synthesize it.